This data is from Reaction yield outcomes from USPTO patents with 853,638 reactions. The task is: Predict the reaction yield, written as a fraction of the theoretical maximum amount of product (1.0 means a 100% yield; for example, 0.34 means a 34% yield). (1) The reactants are C[O:2][P:3](=[O:32])([O:30]C)[O:4][CH2:5][CH2:6][CH2:7][CH2:8][CH2:9][N:10]1[C:19]2[C:14]([C:15](=[O:21])[NH:16][C:17](=[O:20])[N:18]=2)=[N:13][C:12]2[CH:22]=[C:23]([CH3:29])[C:24]([N:26]([CH3:28])[CH3:27])=[CH:25][C:11]1=2.C[Si](Br)(C)C. The catalyst is C(#N)C. The product is [CH3:28][N:26]([CH3:27])[C:24]1[C:23]([CH3:29])=[CH:22][C:12]2[N:13]=[C:14]3[C:19]([N:10]([CH2:9][CH2:8][CH2:7][CH2:6][CH2:5][O:4][P:3](=[O:2])([OH:30])[OH:32])[C:11]=2[CH:25]=1)=[N:18][C:17](=[O:20])[NH:16][C:15]3=[O:21]. The yield is 0.500. (2) The reactants are COC(C1C=C(NS(C2C=CC(C)=CC=2)(=O)=O)C2C(=C(OCC3C=CC=CC=3)C=CC=2)N=1)=O.[CH3:34][O:35][C:36]([C:38]1[CH:47]=[C:46]([O:48]CC2C=CC=CC=2)[C:45]2[C:40](=[C:41]([N+:64]([O-])=O)[CH:42]=[CH:43][C:44]=2[C:56]#[C:57][C:58]2[CH:63]=[CH:62][CH:61]=[CH:60][CH:59]=2)[N:39]=1)=[O:37]. No catalyst specified. The product is [CH3:34][O:35][C:36]([C:38]1[CH:47]=[C:46]([OH:48])[C:45]2[C:40](=[C:41]([NH2:64])[CH:42]=[CH:43][C:44]=2[CH2:56][CH2:57][C:58]2[CH:63]=[CH:62][CH:61]=[CH:60][CH:59]=2)[N:39]=1)=[O:37]. The yield is 0.760. (3) The reactants are [CH2:1]([C:3]1[CH:8]=[C:7]([O:9][CH3:10])[CH:6]=[CH:5][C:4]=1[N:11]=[C:12]=[S:13])[CH3:2].O.[NH2:15][NH2:16]. The catalyst is C(O)C. The product is [CH2:1]([C:3]1[CH:8]=[C:7]([O:9][CH3:10])[CH:6]=[CH:5][C:4]=1[NH:11][C:12]([NH:15][NH2:16])=[S:13])[CH3:2]. The yield is 0.860. (4) The reactants are C([NH:5][S:6]([C:9]1[S:10][C:11]([C:14]2[N:19]=[C:18]([NH:20][C:21]3[CH:25]=[C:24]([C:26]([CH3:29])([CH3:28])[CH3:27])[NH:23][N:22]=3)[C:17]([Cl:30])=[CH:16][N:15]=2)=[CH:12][CH:13]=1)(=[O:8])=[O:7])(C)(C)C.B(Cl)(Cl)Cl.O.CC(=O)OCC. The catalyst is C(Cl)Cl. The product is [C:26]([C:24]1[NH:23][N:22]=[C:21]([NH:20][C:18]2[C:17]([Cl:30])=[CH:16][N:15]=[C:14]([C:11]3[S:10][C:9]([S:6]([NH2:5])(=[O:8])=[O:7])=[CH:13][CH:12]=3)[N:19]=2)[CH:25]=1)([CH3:29])([CH3:27])[CH3:28]. The yield is 0.620. (5) The reactants are [OH:1][C:2]1[CH:10]=[C:9]2[C:5]([CH2:6][CH2:7][C:8]2=[O:11])=[CH:4][CH:3]=1.[CH:12]1([CH2:16]O)[CH2:15][CH2:14][CH2:13]1.[C:18]1(P([C:20]2[CH:21]=[CH:22]C=[CH:18][CH:19]=2)[C:20]2[CH:21]=[CH:22]C=[CH:18][CH:19]=2)C=[CH:22][CH:21]=[CH:20][CH:19]=1.N(C(OC(C)C)=O)=NC(OC(C)C)=[O:40]. The catalyst is C1COCC1. The product is [CH:12]1([CH2:16][O:1][C:2]2[CH:10]=[C:9]3[C:5]([CH2:6][C:7]4([CH2:22][CH2:21][C:20](=[O:40])[CH2:19][CH2:18]4)[C:8]3=[O:11])=[CH:4][CH:3]=2)[CH2:13][CH2:14][CH2:15]1. The yield is 0.580.